From a dataset of Full USPTO retrosynthesis dataset with 1.9M reactions from patents (1976-2016). Predict the reactants needed to synthesize the given product. (1) Given the product [I:28][N:6]1[C:7](=[O:16])[CH2:8][C:9]2[CH:15]=[CH:14][CH:13]=[CH:12][C:10]=2[C:11]2[CH:1]=[CH:2][CH:3]=[CH:4][C:5]1=2, predict the reactants needed to synthesize it. The reactants are: [CH:1]1[C:11]2[C:10]3[CH:12]=[CH:13][CH:14]=[CH:15][C:9]=3[CH2:8][C:7](=[O:16])[NH:6][C:5]=2[CH:4]=[CH:3][CH:2]=1.CCN(CC)CC.[Si]([I:28])(C)(C)C.II. (2) Given the product [CH2:26]([N:1]1[C:5]2[CH:6]=[CH:7][CH:8]=[CH:9][C:4]=2[N:3]=[C:2]1[CH2:10][O:11][C:12]1[C:19]([O:20][CH3:21])=[CH:18][C:15]([CH:16]=[O:17])=[C:14]([F:22])[CH:13]=1)[CH3:27], predict the reactants needed to synthesize it. The reactants are: [NH:1]1[C:5]2[CH:6]=[CH:7][CH:8]=[CH:9][C:4]=2[N:3]=[C:2]1[CH2:10][O:11][C:12]1[C:19]([O:20][CH3:21])=[CH:18][C:15]([CH:16]=[O:17])=[C:14]([F:22])[CH:13]=1.[H-].[Na+].Br[CH2:26][CH3:27].O. (3) Given the product [Cl:26][C:20]1[CH:21]=[CH:22][CH:23]=[C:24]([Cl:25])[C:19]=1[N:17]1[CH:16]=[C:4]2[C:5]([NH:8][C:9]3[CH:14]=[C:13]([CH3:15])[N:12]=[CH:11][N:10]=3)=[N:6][CH:7]=[C:2]([C:28]#[N:30])[C:3]2=[N:18]1, predict the reactants needed to synthesize it. The reactants are: Br[C:2]1[C:3]2[C:4](=[CH:16][N:17]([C:19]3[C:24]([Cl:25])=[CH:23][CH:22]=[CH:21][C:20]=3[Cl:26])[N:18]=2)[C:5]([NH:8][C:9]2[CH:14]=[C:13]([CH3:15])[N:12]=[CH:11][N:10]=2)=[N:6][CH:7]=1.C[C:28]([N:30](C)C)=O. (4) Given the product [NH2:13][C:14]1[S:15][C:7]2[CH:6]=[C:5]([CH2:8][C:9]([OH:11])=[O:10])[CH:4]=[CH:3][C:2]=2[N:1]=1, predict the reactants needed to synthesize it. The reactants are: [NH2:1][C:2]1[CH:7]=[CH:6][C:5]([CH2:8][C:9]([OH:11])=[O:10])=[CH:4][CH:3]=1.[NH4+].[N:13]#[C:14][S-:15].BrBr. (5) Given the product [NH2:1][C:2]1[N:10]=[C:9]([O:11][CH2:12][CH2:13][CH2:14][CH3:15])[N:8]=[C:7]2[C:3]=1[NH:4][C:5](=[O:40])[N:6]2[CH2:16][CH2:17][CH2:18][CH2:19][N:20]([CH2:35][C@@H:36]([OH:39])[CH2:37][OH:38])[S:21]([C:24]1[CH:25]=[C:26]([CH2:30][C:31]([OH:33])=[O:32])[CH:27]=[CH:28][CH:29]=1)(=[O:22])=[O:23], predict the reactants needed to synthesize it. The reactants are: [NH2:1][C:2]1[N:10]=[C:9]([O:11][CH2:12][CH2:13][CH2:14][CH3:15])[N:8]=[C:7]2[C:3]=1[NH:4][C:5](=[O:40])[N:6]2[CH2:16][CH2:17][CH2:18][CH2:19][N:20]([CH2:35][C@@H:36]([OH:39])[CH2:37][OH:38])[S:21]([C:24]1[CH:25]=[C:26]([CH2:30][C:31]([O:33]C)=[O:32])[CH:27]=[CH:28][CH:29]=1)(=[O:23])=[O:22].[OH-].[Li+].O1CCCC1. (6) The reactants are: [OH:1][C:2]1[CH:9]=[CH:8][C:5]([C:6]#[N:7])=[CH:4][C:3]=1[O:10][CH3:11].[CH2:12]([O:14][C:15](=[O:31])[CH2:16][C@H:17]1[C:25]2[C:20](=[CH:21][C:22]([O:26][CH2:27][CH2:28][CH2:29]Br)=[CH:23][CH:24]=2)[CH2:19][CH2:18]1)[CH3:13].C([O-])([O-])=O.[Cs+].[Cs+]. Given the product [C:6]([C:5]1[CH:8]=[CH:9][C:2]([O:1][CH2:29][CH2:28][CH2:27][O:26][C:22]2[CH:21]=[C:20]3[C:25](=[CH:24][CH:23]=2)[C@H:17]([CH2:16][C:15]([O:14][CH2:12][CH3:13])=[O:31])[CH2:18][CH2:19]3)=[C:3]([O:10][CH3:11])[CH:4]=1)#[N:7], predict the reactants needed to synthesize it.